From a dataset of Forward reaction prediction with 1.9M reactions from USPTO patents (1976-2016). Predict the product of the given reaction. (1) Given the reactants [CH2:1]([O:8][C:9]1[C:10]([C:44]([O:46][C:47]([CH3:50])([CH3:49])[CH3:48])=[O:45])=[N:11][C:12]([CH2:16][CH:17]2[CH2:22][CH2:21][N:20]([C:23]3[CH:28]=[CH:27][C:26]([C:29]4[CH:34]=[CH:33][C:32]([CH2:35][O:36][Si](C(C)(C)C)(C)C)=[CH:31][CH:30]=4)=[CH:25][CH:24]=3)[CH2:19][CH2:18]2)=[N:13][C:14]=1[CH3:15])[C:2]1[CH:7]=[CH:6][CH:5]=[CH:4][CH:3]=1.Cl.C(=O)([O-])O.[Na+], predict the reaction product. The product is: [CH2:1]([O:8][C:9]1[C:10]([C:44]([O:46][C:47]([CH3:50])([CH3:49])[CH3:48])=[O:45])=[N:11][C:12]([CH2:16][CH:17]2[CH2:18][CH2:19][N:20]([C:23]3[CH:28]=[CH:27][C:26]([C:29]4[CH:34]=[CH:33][C:32]([CH2:35][OH:36])=[CH:31][CH:30]=4)=[CH:25][CH:24]=3)[CH2:21][CH2:22]2)=[N:13][C:14]=1[CH3:15])[C:2]1[CH:7]=[CH:6][CH:5]=[CH:4][CH:3]=1. (2) The product is: [CH:1]1([O:6][C:7](=[O:48])[C@@H:8]([NH2:40])[CH2:9][CH2:10][O:11][C:12]2[CH:21]=[C:20]3[C:15]([C:16]([S:22][C:23]4[CH:28]=[CH:27][C:26]([NH:29][C:30](=[O:37])[C:31]5[CH:32]=[CH:33][CH:34]=[CH:35][CH:36]=5)=[CH:25][CH:24]=4)=[CH:17][CH:18]=[N:19]3)=[CH:14][C:13]=2[O:38][CH3:39])[CH2:5][CH2:4][CH2:3][CH2:2]1. Given the reactants [CH:1]1([O:6][C:7](=[O:48])[C@@H:8]([NH:40]C(OC(C)(C)C)=O)[CH2:9][CH2:10][O:11][C:12]2[CH:21]=[C:20]3[C:15]([C:16]([S:22][C:23]4[CH:28]=[CH:27][C:26]([NH:29][C:30](=[O:37])[C:31]5[CH:36]=[CH:35][CH:34]=[CH:33][CH:32]=5)=[CH:25][CH:24]=4)=[CH:17][CH:18]=[N:19]3)=[CH:14][C:13]=2[O:38][CH3:39])[CH2:5][CH2:4][CH2:3][CH2:2]1, predict the reaction product. (3) Given the reactants [F:1][C:2]([F:16])([F:15])[O:3][C:4]1[CH:9]=[CH:8][C:7](/[CH:10]=[CH:11]/[C:12](=[O:14])[CH3:13])=[CH:6][CH:5]=1.C([O-])([O-])=O.[K+].[K+].[F:23][C:24]([F:34])([F:33])[C:25]1[CH:32]=[CH:31][C:28]([CH:29]=O)=[CH:27][CH:26]=1, predict the reaction product. The product is: [F:23][C:24]([F:33])([F:34])[C:25]1[CH:26]=[CH:27][C:28](/[CH:29]=[CH:13]/[C:12](=[O:14])/[CH:11]=[CH:10]/[C:7]2[CH:6]=[CH:5][C:4]([O:3][C:2]([F:15])([F:16])[F:1])=[CH:9][CH:8]=2)=[CH:31][CH:32]=1. (4) Given the reactants [O:1]([C:3]1[CH:11]=[C:10]2[C:6]([C:7](=O)[C:8](=[O:12])[NH:9]2)=[CH:5][CH:4]=1)[CH3:2].[CH:14]1(CC=O)[C:22]2[C:17](=[CH:18][CH:19]=[CH:20][CH:21]=2)[CH2:16][CH2:15]1.[OH-:26].[K+].[CH3:28][CH2:29]O, predict the reaction product. The product is: [CH2:16]1[C:17]2[C:22](=[CH:21][C:20]([C:28]3[CH:29]=[C:7]([C:8]([OH:12])=[O:26])[C:6]4[C:10](=[CH:11][C:3]([O:1][CH3:2])=[CH:4][CH:5]=4)[N:9]=3)=[CH:19][CH:18]=2)[CH2:14][CH2:15]1. (5) The product is: [Cl:10][C:7]1[S:6][C:5]([C:3]2[N:23]=[C:21]([N:20]([CH2:19][CH2:18][CH2:17][N:11]3[CH2:12][CH2:13][O:14][CH2:15][CH2:16]3)[C:38]([C:34]3[S:33][CH:37]=[CH:36][CH:35]=3)=[O:39])[S:22][CH:2]=2)=[CH:9][CH:8]=1. Given the reactants Br[CH2:2][C:3]([C:5]1[S:6][C:7]([Cl:10])=[CH:8][CH:9]=1)=O.[N:11]1([CH2:17][CH2:18][CH2:19][NH:20][C:21]([NH2:23])=[S:22])[CH2:16][CH2:15][O:14][CH2:13][CH2:12]1.C(N(CC)C(C)C)(C)C.[S:33]1[CH:37]=[CH:36][CH:35]=[C:34]1[C:38](Cl)=[O:39], predict the reaction product.